Predict the reactants needed to synthesize the given product. From a dataset of Full USPTO retrosynthesis dataset with 1.9M reactions from patents (1976-2016). (1) Given the product [CH3:1][C:2]1[C:6]([C:7]2[C:8]([O:21][CH3:22])=[CH:9][C:10]3[C:11]4[N:19]([CH2:31][C:32]5[CH:37]=[CH:36][CH:35]=[CH:34][C:33]=5[S:38]([CH3:41])(=[O:40])=[O:39])[C:18](=[O:20])[O:17][C:12]=4[CH:13]=[N:14][C:15]=3[CH:16]=2)=[C:5]([CH3:23])[O:4][N:3]=1, predict the reactants needed to synthesize it. The reactants are: [CH3:1][C:2]1[C:6]([C:7]2[C:8]([O:21][CH3:22])=[CH:9][C:10]3[C:11]4[NH:19][C:18](=[O:20])[O:17][C:12]=4[CH:13]=[N:14][C:15]=3[CH:16]=2)=[C:5]([CH3:23])[O:4][N:3]=1.C([O-])([O-])=O.[Cs+].[Cs+].Br[CH2:31][C:32]1[CH:37]=[CH:36][CH:35]=[CH:34][C:33]=1[S:38]([CH3:41])(=[O:40])=[O:39]. (2) Given the product [CH2:68]([NH:72][C:20](=[O:22])[C:19]1[CH:23]=[CH:24][CH:25]=[C:17]([C:16]2[N:11]3[N:10]=[CH:9][C:8]([C:6]([C:2]4[S:1][CH:5]=[CH:4][CH:3]=4)=[O:7])=[C:12]3[N:13]=[CH:14][CH:15]=2)[CH:18]=1)[CH:69]([CH3:71])[CH3:70], predict the reactants needed to synthesize it. The reactants are: [S:1]1[CH:5]=[CH:4][CH:3]=[C:2]1[C:6]([C:8]1[CH:9]=[N:10][N:11]2[C:16]([C:17]3[CH:18]=[C:19]([CH:23]=[CH:24][CH:25]=3)[C:20]([OH:22])=O)=[CH:15][CH:14]=[N:13][C:12]=12)=[O:7].C(N(C(C)C)CC)(C)C.F[P-](F)(F)(F)(F)F.N1(O[P+](N2CCCC2)(N2CCCC2)N2CCCC2)C2C=CC=CC=2N=N1.[CH2:68]([NH2:72])[CH:69]([CH3:71])[CH3:70]. (3) Given the product [CH3:1][C:2]1[N:6]=[C:5]([C:7]2[C:8]3[CH2:15][CH2:14][CH2:13][C:9]=3[S:10][C:11]=2[NH:12][C:24]([C:16]2[CH2:20][CH2:19][CH2:18][C:17]=2[C:21]([OH:23])=[O:22])=[O:25])[O:4][N:3]=1, predict the reactants needed to synthesize it. The reactants are: [CH3:1][C:2]1[N:6]=[C:5]([C:7]2[C:8]3[CH2:15][CH2:14][CH2:13][C:9]=3[S:10][C:11]=2[NH2:12])[O:4][N:3]=1.[C:16]12[C:24](=[O:25])[O:23][C:21](=[O:22])[C:17]=1[CH2:18][CH2:19][CH2:20]2. (4) Given the product [CH2:1]([O:8][C@H:9]1[C@H:14]([O:15][CH2:16][C:17]2[CH:22]=[CH:21][CH:20]=[CH:19][CH:18]=2)[C@@H:13]([O:23][CH2:24][C:25]2[CH:26]=[CH:27][CH:28]=[CH:29][CH:30]=2)[C@H:12]([C:31]2[CH:36]=[CH:35][C:34]([Cl:37])=[C:33]([CH2:38][C:39]3[S:40][C:41]([C:44]4[O:45][CH:46]=[CH:47][CH:48]=4)=[CH:42][N:43]=3)[CH:32]=2)[O:11][C@@H:10]1[C:49]([O:51][CH3:53])=[O:50])[C:2]1[CH:3]=[CH:4][CH:5]=[CH:6][CH:7]=1, predict the reactants needed to synthesize it. The reactants are: [CH2:1]([O:8][C@H:9]1[C@H:14]([O:15][CH2:16][C:17]2[CH:22]=[CH:21][CH:20]=[CH:19][CH:18]=2)[C@@H:13]([O:23][CH2:24][C:25]2[CH:30]=[CH:29][CH:28]=[CH:27][CH:26]=2)[C@H:12]([C:31]2[CH:36]=[CH:35][C:34]([Cl:37])=[C:33]([CH2:38][C:39]3[S:40][C:41]([C:44]4[O:45][CH:46]=[CH:47][CH:48]=4)=[CH:42][N:43]=3)[CH:32]=2)[O:11][C@@H:10]1[C:49]([OH:51])=[O:50])[C:2]1[CH:7]=[CH:6][CH:5]=[CH:4][CH:3]=1.[Si](C=[N+]=[N-])(C)(C)[CH3:53].O. (5) Given the product [CH2:18]([O:25][C:26]1[CH:27]=[C:28]([CH2:34][CH2:35][NH:36][C:9](=[O:11])/[CH:8]=[CH:7]/[C:4]2[CH:3]=[CH:2][N:1]=[CH:6][CH:5]=2)[CH:29]=[CH:30][C:31]=1[O:32][CH3:33])[C:19]1[CH:20]=[CH:21][CH:22]=[CH:23][CH:24]=1, predict the reactants needed to synthesize it. The reactants are: [N:1]1[CH:6]=[CH:5][C:4](/[CH:7]=[CH:8]/[C:9]([OH:11])=O)=[CH:3][CH:2]=1.C(Cl)(=O)C(Cl)=O.[CH2:18]([O:25][C:26]1[CH:27]=[C:28]([CH2:34][CH2:35][NH2:36])[CH:29]=[CH:30][C:31]=1[O:32][CH3:33])[C:19]1[CH:24]=[CH:23][CH:22]=[CH:21][CH:20]=1.CCN(C(C)C)C(C)C. (6) Given the product [CH3:20][O:19][CH2:18][C@@H:17]([NH:16][C:8]1[CH:7]=[CH:6][C:5]2[S:4][C:3]3[C:12](=[CH:13][CH:14]=[CH:15][C:2]=3[C:38]3[CH:39]=[C:40]([N:42]4[CH2:47][CH2:46][O:45][CH2:44][CH2:43]4)[CH:41]=[C:36]([O:35][CH2:34][C:33]4[CH:61]=[CH:62][C:30]([O:29][CH3:28])=[CH:31][CH:32]=4)[N:37]=3)[S:11][C:10]=2[CH:9]=1)[CH2:21][N:22]1[CH2:27][CH2:26][O:25][CH2:24][CH2:23]1, predict the reactants needed to synthesize it. The reactants are: Br[C:2]1[CH:15]=[CH:14][CH:13]=[C:12]2[C:3]=1[S:4][C:5]1[CH:6]=[CH:7][C:8]([NH:16][C@@H:17]([CH2:21][N:22]3[CH2:27][CH2:26][O:25][CH2:24][CH2:23]3)[CH2:18][O:19][CH3:20])=[CH:9][C:10]=1[S:11]2.[CH3:28][O:29][C:30]1[CH:62]=[CH:61][C:33]([CH2:34][O:35][C:36]2[CH:41]=[C:40]([N:42]3[CH2:47][CH2:46][O:45][CH2:44][CH2:43]3)[CH:39]=[C:38]([Sn](CCCC)(CCCC)CCCC)[N:37]=2)=[CH:32][CH:31]=1. (7) Given the product [Cl:1][C:2]1[CH:3]=[CH:4][CH:5]=[C:6]2[C:11]=1[N:10]=[N:9][C:8]([C:12]1[CH:13]=[CH:14][CH:15]=[CH:16][CH:17]=1)=[C:7]2[C:18]1[CH:19]=[C:20]([NH:24][CH2:31][C:30]2[CH:33]=[C:26]([Cl:25])[CH:27]=[CH:28][C:29]=2[C:34]([F:36])([F:35])[F:37])[CH:21]=[CH:22][CH:23]=1, predict the reactants needed to synthesize it. The reactants are: [Cl:1][C:2]1[CH:3]=[CH:4][CH:5]=[C:6]2[C:11]=1[N:10]=[N:9][C:8]([C:12]1[CH:17]=[CH:16][CH:15]=[CH:14][CH:13]=1)=[C:7]2[C:18]1[CH:19]=[C:20]([NH2:24])[CH:21]=[CH:22][CH:23]=1.[Cl:25][C:26]1[CH:27]=[CH:28][C:29]([C:34]([F:37])([F:36])[F:35])=[C:30]([CH:33]=1)[CH:31]=O. (8) Given the product [F:1][C:2]1[C:10]2[N:9]=[C:8]([O:11][C@H:12]3[C@H:13]4[O:19][CH2:18][C@@H:17]([OH:20])[C@H:14]4[O:15][CH2:16]3)[N:7]([CH2:21][O:22][CH2:23][CH2:24][Si:25]([CH3:28])([CH3:27])[CH3:26])[C:6]=2[CH:5]=[C:4]([F:29])[C:3]=1[C:30]1[CH:31]=[CH:32][C:33]([CH:36]2[CH2:39][CH:38]([OH:40])[CH2:37]2)=[CH:34][CH:35]=1, predict the reactants needed to synthesize it. The reactants are: [F:1][C:2]1[C:10]2[N:9]=[C:8]([O:11][C@@H:12]3[CH2:16][O:15][C@@H:14]4[C@H:17]([OH:20])[CH2:18][O:19][C@H:13]34)[N:7]([CH2:21][O:22][CH2:23][CH2:24][Si:25]([CH3:28])([CH3:27])[CH3:26])[C:6]=2[CH:5]=[C:4]([F:29])[C:3]=1[C:30]1[CH:35]=[CH:34][C:33]([CH:36]2[CH2:39][C:38](=[O:40])[CH2:37]2)=[CH:32][CH:31]=1.CC(C[AlH]CC(C)C)C. (9) Given the product [CH:24]([OH:27])=[O:26].[NH2:1][C:4]([C:7]1[CH:8]=[CH:9][C:10]([C:13]2[NH:14][C:15](=[O:23])[C:16]3[N:17]([CH:19]=[C:20]([F:22])[CH:21]=3)[CH:18]=2)=[CH:11][CH:12]=1)([CH3:6])[CH3:5], predict the reactants needed to synthesize it. The reactants are: [N:1]([C:4]([C:7]1[CH:12]=[CH:11][C:10]([C:13]2[NH:14][C:15](=[O:23])[C:16]3[N:17]([CH:19]=[C:20]([F:22])[CH:21]=3)[CH:18]=2)=[CH:9][CH:8]=1)([CH3:6])[CH3:5])=[N+]=[N-].[C:24]([OH:27])(=[O:26])C. (10) Given the product [Cl:18][C:19]1[CH:24]=[CH:23][CH:22]=[C:21]([Cl:25])[C:20]=1[N:26]([C:2](=[O:3])[NH:1][C:4](=[O:5])[C:6]1[CH:15]=[CH:14][C:9]([C:10]([O:12][CH3:13])=[O:11])=[C:8]([O:16][CH3:17])[CH:7]=1)[NH:27][C:28]([O:30][C:31]([CH3:34])([CH3:33])[CH3:32])=[O:29], predict the reactants needed to synthesize it. The reactants are: [N:1]([C:4]([C:6]1[CH:15]=[CH:14][C:9]([C:10]([O:12][CH3:13])=[O:11])=[C:8]([O:16][CH3:17])[CH:7]=1)=[O:5])=[C:2]=[O:3].[Cl:18][C:19]1[CH:24]=[CH:23][CH:22]=[C:21]([Cl:25])[C:20]=1[NH:26][NH:27][C:28]([O:30][C:31]([CH3:34])([CH3:33])[CH3:32])=[O:29].